Dataset: Catalyst prediction with 721,799 reactions and 888 catalyst types from USPTO. Task: Predict which catalyst facilitates the given reaction. (1) Reactant: [NH2:1][C:2]1[CH:3]=[CH:4][C:5]([NH:8][C:9]([N:11]2[CH2:15][CH2:14][CH2:13][CH2:12]2)=[O:10])=[N:6][CH:7]=1.C(N(CC)CC)C.[Cl:23][C:24]1[C:29]([C:30](Cl)=[O:31])=[C:28]([F:33])[C:27]([NH:34][S:35]([CH2:38][CH2:39][CH3:40])(=[O:37])=[O:36])=[CH:26][CH:25]=1. Product: [Cl:23][C:24]1[C:29]([C:30]([NH:1][C:2]2[CH:3]=[CH:4][C:5]([NH:8][C:9]([N:11]3[CH2:15][CH2:14][CH2:13][CH2:12]3)=[O:10])=[N:6][CH:7]=2)=[O:31])=[C:28]([F:33])[C:27]([NH:34][S:35]([CH2:38][CH2:39][CH3:40])(=[O:37])=[O:36])=[CH:26][CH:25]=1. The catalyst class is: 54. (2) Reactant: [Li]CCCC.Br[C:7]1[CH:15]=[CH:14][C:10]([C:11]([OH:13])=[O:12])=[CH:9][CH:8]=1.C(S[S@@:21]([C:23]([CH3:26])([CH3:25])[CH3:24])=[O:22])(C)(C)C. Product: [C:23]([S@@:21]([C:7]1[CH:15]=[CH:14][C:10]([C:11]([OH:13])=[O:12])=[CH:9][CH:8]=1)=[O:22])([CH3:26])([CH3:25])[CH3:24]. The catalyst class is: 7. (3) Reactant: [Si:1]([O:18][CH:19]1[CH2:22][CH:21](C(=O)C)[CH2:20]1)([C:14]([CH3:17])([CH3:16])[CH3:15])([C:8]1[CH:13]=[CH:12][CH:11]=[CH:10][CH:9]=1)[C:2]1[CH:7]=[CH:6][CH:5]=[CH:4][CH:3]=1.C(=O)(O)[O-].[Na+].ClC1C=CC=[C:34]([C:38]([O:40]O)=[O:39])C=1. Product: [C:38]([O:40][CH:21]1[CH2:20][CH:19]([O:18][Si:1]([C:14]([CH3:16])([CH3:17])[CH3:15])([C:8]2[CH:13]=[CH:12][CH:11]=[CH:10][CH:9]=2)[C:2]2[CH:3]=[CH:4][CH:5]=[CH:6][CH:7]=2)[CH2:22]1)(=[O:39])[CH3:34]. The catalyst class is: 4. (4) Reactant: [N:1]1([CH2:6][CH2:7][CH2:8][CH2:9][C:10]2[CH:15]=[CH:14][C:13]([OH:16])=[CH:12][CH:11]=2)[CH:5]=[CH:4][N:3]=[N:2]1.[H-].[Na+].Cl[CH2:20][C:21]1[CH:22]=[CH:23][C:24]([C:27]2[CH:32]=[CH:31][C:30]([Cl:33])=[CH:29][CH:28]=2)=[N:25][CH:26]=1.O. Product: [Cl:33][C:30]1[CH:29]=[CH:28][C:27]([C:24]2[CH:23]=[CH:22][C:21]([CH2:20][O:16][C:13]3[CH:12]=[CH:11][C:10]([CH2:9][CH2:8][CH2:7][CH2:6][N:1]4[CH:5]=[CH:4][N:3]=[N:2]4)=[CH:15][CH:14]=3)=[CH:26][N:25]=2)=[CH:32][CH:31]=1. The catalyst class is: 9. (5) Reactant: C1C=CC(P([N:15]=[N+:16]=[N-:17])(C2C=CC=CC=2)=O)=CC=1.[CH2:18]=[C:19]([C:21]1[CH:22]=[C:23]([C@@H:27](O)[CH3:28])[CH:24]=[N:25][CH:26]=1)[CH3:20].C1CCN2C(=NCCC2)CC1. Product: [N:15]([C@@H:27]([C:23]1[CH:24]=[N:25][CH:26]=[C:21]([C:19]([CH3:20])=[CH2:18])[CH:22]=1)[CH3:28])=[N+:16]=[N-:17]. The catalyst class is: 260. (6) Reactant: C[Si]([C:5]#[C:6][C:7]1[CH:12]=[CH:11][N:10]=[C:9]2[NH:13][CH:14]=[CH:15][C:8]=12)(C)C.[F:16][C:17]1[C:22]([CH:23]=[O:24])=[C:21]([F:25])[CH:20]=[CH:19][C:18]=1[NH:26][S:27]([C:30]1[CH:35]=[CH:34][C:33]([C:36]([F:39])([F:38])[F:37])=[CH:32][CH:31]=1)(=[O:29])=[O:28].[OH-].[K+].[Cl-].[NH4+]. Product: [C:6]([C:7]1[CH:12]=[CH:11][N:10]=[C:9]2[NH:13][CH:14]=[C:15]([CH:23]([OH:24])[C:22]3[C:17]([F:16])=[C:18]([NH:26][S:27]([C:30]4[CH:31]=[CH:32][C:33]([C:36]([F:39])([F:38])[F:37])=[CH:34][CH:35]=4)(=[O:29])=[O:28])[CH:19]=[CH:20][C:21]=3[F:25])[C:8]=12)#[CH:5]. The catalyst class is: 72.